From a dataset of Retrosynthesis with 50K atom-mapped reactions and 10 reaction types from USPTO. Predict the reactants needed to synthesize the given product. Given the product C[Si](C)(C)CCS(=O)(=O)N1CCCC(C=O)C1, predict the reactants needed to synthesize it. The reactants are: C[Si](C)(C)CCS(=O)(=O)N1CCCC(CO)C1.